This data is from Forward reaction prediction with 1.9M reactions from USPTO patents (1976-2016). The task is: Predict the product of the given reaction. (1) The product is: [F:22][C:23]1[CH:24]=[C:25]2[C:29](=[CH:30][CH:31]=1)[NH:28][C:27]([CH:14]([C:15]1[CH:20]=[CH:19][CH:18]=[CH:17][CH:16]=1)[C:3]1[C:4](=[O:13])[CH2:5][CH:6]([C:7]3[CH:12]=[CH:11][CH:10]=[CH:9][CH:8]=3)[C:2]=1[OH:1])=[C:26]2[CH3:32]. Given the reactants [OH:1][C:2]1[CH:6]([C:7]2[CH:12]=[CH:11][CH:10]=[CH:9][CH:8]=2)[CH2:5][C:4](=[O:13])[CH:3]=1.[CH:14](=O)[C:15]1[CH:20]=[CH:19][CH:18]=[CH:17][CH:16]=1.[F:22][C:23]1[CH:24]=[C:25]2[C:29](=[CH:30][CH:31]=1)[NH:28][CH:27]=[C:26]2[CH3:32], predict the reaction product. (2) Given the reactants [CH3:1][C:2](O)([C:4]1[CH:5]=[CH:6][CH:7]=[CH:8][C:9]=1[CH2:10][CH2:11][C@@H:12]([S:32][CH2:33][C:34]1([CH2:37][C:38]([OH:40])=[O:39])[CH2:36][CH2:35]1)[C:13]1[CH:14]=[CH:15][CH:16]=[C:17](/[CH:19]=[CH:20]/[C:21]2[CH:22]=[CH:23][C:24]3[CH:25]=[CH:26][C:27]([Cl:31])=[CH:28][C:29]=3[N:30]=2)[CH:18]=1)[CH3:3].CS(Cl)(=O)=O.O.C1(C)C=CC(S(O)(=O)=O)=CC=1, predict the reaction product. The product is: [Cl:31][C:27]1[CH:28]=[C:29]2[C:24]([CH:23]=[CH:22][C:21](/[CH:20]=[CH:19]/[C:17]3[CH:18]=[C:13]([C@H:12]([S:32][CH2:33][C:34]4([CH2:37][C:38]([OH:40])=[O:39])[CH2:35][CH2:36]4)[CH2:11][CH2:10][C:9]4[CH:8]=[CH:7][CH:6]=[CH:5][C:4]=4[C:2]([CH3:3])=[CH2:1])[CH:14]=[CH:15][CH:16]=3)=[N:30]2)=[CH:25][CH:26]=1. (3) Given the reactants [CH2:1]([O:4][C:5]1[CH:6]=[C:7]([CH2:15][CH2:16][NH2:17])[CH:8]=[CH:9][C:10]=1[O:11][CH2:12][CH2:13][CH3:14])[CH2:2][CH3:3].[C:18]([O:22][CH3:23])(=[O:21])[C:19]#[CH:20], predict the reaction product. The product is: [CH2:1]([O:4][C:5]1[CH:6]=[C:7]([CH2:15][CH2:16][NH:17][CH:20]=[CH:19][C:18]([O:22][CH3:23])=[O:21])[CH:8]=[CH:9][C:10]=1[O:11][CH2:12][CH2:13][CH3:14])[CH2:2][CH3:3].